The task is: Predict which catalyst facilitates the given reaction.. This data is from Catalyst prediction with 721,799 reactions and 888 catalyst types from USPTO. (1) Reactant: [H-].[Na+].[OH:3][CH2:4][C:5]1[CH:17]=[CH:16][C:8]([CH2:9][N:10]2[CH2:15][CH2:14][O:13][CH2:12][CH2:11]2)=[CH:7][CH:6]=1.Cl[C:19]1[N:24]=[C:23]([C:25](=[C:28]2[NH:32][C:31]([CH2:33][CH3:34])=[CH:30][S:29]2)[C:26]#[N:27])[CH:22]=[CH:21][N:20]=1. Product: [CH2:33]([C:31]1[NH:32][C:28](=[C:25]([C:23]2[CH:22]=[CH:21][N:20]=[C:19]([O:3][CH2:4][C:5]3[CH:6]=[CH:7][C:8]([CH2:9][N:10]4[CH2:15][CH2:14][O:13][CH2:12][CH2:11]4)=[CH:16][CH:17]=3)[N:24]=2)[C:26]#[N:27])[S:29][CH:30]=1)[CH3:34]. The catalyst class is: 10. (2) Reactant: [CH3:1][S:2]([CH3:5])(=[O:4])=[O:3].[Li]CCCC.[CH:11]1([O:16][C:17]2[CH:24]=[CH:23][C:20](C=O)=[C:19]([B:25]3[O:29][C:28](C)(C)C(C)(C)[O:26]3)[CH:18]=2)[CH2:15][CH2:14][CH2:13][CH2:12]1. Product: [CH:11]1([O:16][C:17]2[CH:24]=[CH:23][C:20]3[CH:28]([CH2:1][S:2]([CH3:5])(=[O:4])=[O:3])[O:29][B:25]([OH:26])[C:19]=3[CH:18]=2)[CH2:12][CH2:13][CH2:14][CH2:15]1. The catalyst class is: 1. (3) Reactant: [Cl:1][C:2]1[CH:3]=[C:4]([C:9]2([C:27]([F:30])([F:29])[F:28])[O:13][N:12]=[C:11]([C:14]3[N:15]4[C:19]([C:20]([C:23]([O:25]C)=[O:24])=[CH:21][CH:22]=3)=[CH:18][CH:17]=[CH:16]4)[CH2:10]2)[CH:5]=[C:6]([Cl:8])[CH:7]=1.[OH-].[Na+].Cl. Product: [Cl:1][C:2]1[CH:3]=[C:4]([C:9]2([C:27]([F:28])([F:30])[F:29])[O:13][N:12]=[C:11]([C:14]3[N:15]4[C:19]([C:20]([C:23]([OH:25])=[O:24])=[CH:21][CH:22]=3)=[CH:18][CH:17]=[CH:16]4)[CH2:10]2)[CH:5]=[C:6]([Cl:8])[CH:7]=1. The catalyst class is: 90. (4) Reactant: [CH:1](O)=[O:2].C(OC(=O)C)(=O)C.[OH:11][NH:12][CH:13]([CH:45]([CH3:47])[CH3:46])[CH2:14][S:15]([C:18]1[CH:23]=[CH:22][C:21]([C:24]2[CH:29]=[CH:28][CH:27]=[C:26]([CH2:30][NH:31][C:32]([C:34]3[NH:43][C:42](=[O:44])[C:41]4[C:36](=[CH:37][CH:38]=[CH:39][CH:40]=4)[N:35]=3)=[O:33])[CH:25]=2)=[CH:20][CH:19]=1)(=[O:17])=[O:16]. Product: [CH:1]([N:12]([OH:11])[CH:13]([CH:45]([CH3:47])[CH3:46])[CH2:14][S:15]([C:18]1[CH:19]=[CH:20][C:21]([C:24]2[CH:29]=[CH:28][CH:27]=[C:26]([CH2:30][NH:31][C:32]([C:34]3[NH:43][C:42](=[O:44])[C:41]4[C:36](=[CH:37][CH:38]=[CH:39][CH:40]=4)[N:35]=3)=[O:33])[CH:25]=2)=[CH:22][CH:23]=1)(=[O:16])=[O:17])=[O:2]. The catalyst class is: 1.